This data is from Full USPTO retrosynthesis dataset with 1.9M reactions from patents (1976-2016). The task is: Predict the reactants needed to synthesize the given product. (1) Given the product [CH3:23][O:24][C:25]1[CH:30]=[CH:29][C:28]([NH:31][C:7]2[CH:8]=[CH:9][CH:10]=[C:11]3[C:16]=2[CH:15]=[C:14]([C:17]([O:19][CH3:20])=[O:18])[CH:13]=[CH:12]3)=[CH:27][CH:26]=1, predict the reactants needed to synthesize it. The reactants are: FC(F)(F)S(O[C:7]1[CH:8]=[CH:9][CH:10]=[C:11]2[C:16]=1[CH:15]=[C:14]([C:17]([O:19][CH3:20])=[O:18])[CH:13]=[CH:12]2)(=O)=O.[CH3:23][O:24][C:25]1[CH:30]=[CH:29][C:28]([NH2:31])=[CH:27][CH:26]=1.C(=O)([O-])[O-].[Cs+].[Cs+].C(OCC)(=O)C. (2) Given the product [N:6]1[CH:5]=[CH:1][N:19]=[CH:24][C:23]=1[CH2:22][CH2:21][CH:20]([OH:25])[CH2:14][OH:15], predict the reactants needed to synthesize it. The reactants are: [CH2:1]([C:5]1C=NC=C[N:6]=1)CC=C.C[N+]1([O-])CC[O:15][CH2:14]C1.[N:19]1[CH:24]=[CH:23][CH:22]=[CH:21][CH:20]=1.[O-:25]S([O-])=O.[Na+].[Na+]. (3) Given the product [NH2:32][C:23]1[C:22]2[N:21]=[C:20]([CH2:33][CH2:34][CH2:35][CH3:36])[N:19]([CH2:18][CH2:17][CH2:16][CH2:15][NH:14][S:10]([C:6]3[CH:7]=[CH:8][CH:9]=[C:4]([N+:1]([O-:3])=[O:2])[CH:5]=3)(=[O:12])=[O:11])[C:31]=2[C:30]2[CH:29]=[CH:28][CH:27]=[CH:26][C:25]=2[N:24]=1, predict the reactants needed to synthesize it. The reactants are: [N+:1]([C:4]1[CH:5]=[C:6]([S:10](Cl)(=[O:12])=[O:11])[CH:7]=[CH:8][CH:9]=1)([O-:3])=[O:2].[NH2:14][CH2:15][CH2:16][CH2:17][CH2:18][N:19]1[C:31]2[C:30]3[CH:29]=[CH:28][CH:27]=[CH:26][C:25]=3[N:24]=[C:23]([NH2:32])[C:22]=2[N:21]=[C:20]1[CH2:33][CH2:34][CH2:35][CH3:36]. (4) Given the product [N:19]1([C:16]2[CH:15]=[CH:14][C:13]3[NH:12][CH:11]=[C:10]4[C:25](=[O:26])[N:7]([C:1]5[CH:2]=[CH:3][CH:4]=[CH:5][CH:6]=5)[N:8]=[C:9]4[C:18]=3[N:17]=2)[CH2:20][CH2:21][CH2:28][NH:22][CH2:23][CH2:24]1, predict the reactants needed to synthesize it. The reactants are: [C:1]1([N:7]2[C:25](=[O:26])[C:10]3=[CH:11][NH:12][C:13]4[CH:14]=[CH:15][C:16]([N:19]5[CH2:24][CH2:23][NH:22][CH2:21][CH2:20]5)=[N:17][C:18]=4[C:9]3=[N:8]2)[CH:6]=[CH:5][CH:4]=[CH:3][CH:2]=1.N1CCCNC[CH2:28]1. (5) The reactants are: [N:1]1[CH:6]=[CH:5][CH:4]=[C:3]([CH:7]=[N:8][N:9]2[CH2:18][C:17]3[C:12](=[CH:13][CH:14]=[C:15]([C:19]([F:28])([C:24]([F:27])([F:26])[F:25])[C:20]([F:23])([F:22])[F:21])[CH:16]=3)[NH:11][C:10]2=[O:29])[CH:2]=1.S(=O)(=O)(O)O. Given the product [N:1]1[CH:6]=[CH:5][CH:4]=[C:3]([CH2:7][NH:8][N:9]2[CH2:18][C:17]3[C:12](=[CH:13][CH:14]=[C:15]([C:19]([F:28])([C:24]([F:25])([F:26])[F:27])[C:20]([F:21])([F:23])[F:22])[CH:16]=3)[NH:11][C:10]2=[O:29])[CH:2]=1, predict the reactants needed to synthesize it. (6) Given the product [CH:19]1([C:22]([C:24]2[CH:29]=[CH:28][CH:27]=[C:26]([F:30])[C:25]=2[O:18][C:15]2[CH:16]=[C:17]3[C:12](=[CH:13][CH:14]=2)[N:11]=[CH:10][N:9]=[C:8]3[NH:7][C:4]2[CH:5]=[CH:6][N:2]([CH3:1])[N:3]=2)=[O:23])[CH2:20][CH2:21]1, predict the reactants needed to synthesize it. The reactants are: [CH3:1][N:2]1[CH:6]=[CH:5][C:4]([NH:7][C:8]2[C:17]3[C:12](=[CH:13][CH:14]=[C:15]([OH:18])[CH:16]=3)[N:11]=[CH:10][N:9]=2)=[N:3]1.[CH:19]1([C:22]([C:24]2[CH:29]=[CH:28][CH:27]=[C:26]([F:30])[C:25]=2F)=[O:23])[CH2:21][CH2:20]1.C(O[K])(C)(C)C.O. (7) Given the product [F:19][C:20]1[C:27]([C:7]2[C:8]3[O:12][CH2:11][C:10]([CH3:14])([CH3:13])[C:9]=3[CH:15]=[C:5]([CH2:1][CH:2]([CH3:4])[CH3:3])[CH:6]=2)=[C:26]([O:29][CH3:30])[C:25]([F:31])=[CH:24][C:21]=1[CH:22]=[O:23], predict the reactants needed to synthesize it. The reactants are: [CH2:1]([C:5]1[CH:6]=[C:7](B(O)O)[C:8]2[O:12][CH2:11][C:10]([CH3:14])([CH3:13])[C:9]=2[CH:15]=1)[CH:2]([CH3:4])[CH3:3].[F:19][C:20]1[C:27](I)=[C:26]([O:29][CH3:30])[C:25]([F:31])=[CH:24][C:21]=1[CH:22]=[O:23]. (8) Given the product [Cl:1][C:2]1[CH:3]=[C:4]([CH:16]=[CH:17][CH:18]=1)[C:5]([NH:7][C:8]1[N:12]([CH2:13][CH2:14][NH:32][C:31](=[O:41])[CH2:30][C:19]([CH3:20])([CH3:21])[CH3:22])[N:11]=[N:10][N:9]=1)=[O:6], predict the reactants needed to synthesize it. The reactants are: [Cl:1][C:2]1[CH:3]=[C:4]([CH:16]=[CH:17][CH:18]=1)[C:5]([NH:7][C:8]1[N:12]([CH2:13][CH2:14]C)[N:11]=[N:10][N:9]=1)=[O:6].[C:19](OC(=O)NCCBr)([CH3:22])([CH3:21])[CH3:20].[CH3:30][CH2:31][N:32](CC)CC.CN(C=[O:41])C. (9) The reactants are: Cl[C:2]1[N:7]2[N:8]=[C:9]([NH:11][C:12]([NH:14][CH2:15][CH3:16])=[O:13])[N:10]=[C:6]2[CH:5]=[C:4]([C:17]2[CH:18]=[N:19][CH:20]=[CH:21][CH:22]=2)[CH:3]=1.[CH3:23][O:24][C:25]1[N:30]=[CH:29][C:28](B(O)O)=[CH:27][CH:26]=1.C(=O)([O-])[O-].[Na+].[Na+]. Given the product [CH2:15]([NH:14][C:12]([NH:11][C:9]1[N:10]=[C:6]2[CH:5]=[C:4]([C:17]3[CH:18]=[N:19][CH:20]=[CH:21][CH:22]=3)[CH:3]=[C:2]([C:28]3[CH:29]=[N:30][C:25]([O:24][CH3:23])=[CH:26][CH:27]=3)[N:7]2[N:8]=1)=[O:13])[CH3:16], predict the reactants needed to synthesize it.